From a dataset of Full USPTO retrosynthesis dataset with 1.9M reactions from patents (1976-2016). Predict the reactants needed to synthesize the given product. Given the product [CH3:17][O:16][N:15]([CH3:14])[C:10]([C:3]1[C:2]([Cl:1])=[CH:6][N:5]([CH:7]([F:9])[F:8])[N:4]=1)=[O:12], predict the reactants needed to synthesize it. The reactants are: [Cl:1][C:2]1[C:3]([C:10]([OH:12])=O)=[N:4][N:5]([CH:7]([F:9])[F:8])[CH:6]=1.Cl.[CH3:14][NH:15][O:16][CH3:17].CN1CCOCC1.Cl.CN(C)CCCN=C=NCC.